Dataset: Reaction yield outcomes from USPTO patents with 853,638 reactions. Task: Predict the reaction yield, written as a fraction of the theoretical maximum amount of product (1.0 means a 100% yield; for example, 0.34 means a 34% yield). (1) The reactants are [C:1]1([C:11]2[CH:16]=[CH:15][CH:14]=[CH:13][CH:12]=2)[CH:6]=[CH:5][C:4]([S:7](Cl)(=[O:9])=[O:8])=[CH:3][CH:2]=1.C(N(C(C)C)CC)(C)C.[C:26]([O:30][C:31](=[O:46])[CH2:32][O:33][C:34]1[C:39]2[CH2:40][CH2:41][CH2:42][CH2:43][CH:44]([NH2:45])[C:38]=2[CH:37]=[CH:36][CH:35]=1)([CH3:29])([CH3:28])[CH3:27].O. The catalyst is C(Cl)Cl. The product is [C:26]([O:30][C:31](=[O:46])[CH2:32][O:33][C:34]1[C:39]2[CH2:40][CH2:41][CH2:42][CH2:43][CH:44]([NH:45][S:7]([C:4]3[CH:5]=[CH:6][C:1]([C:11]4[CH:16]=[CH:15][CH:14]=[CH:13][CH:12]=4)=[CH:2][CH:3]=3)(=[O:9])=[O:8])[C:38]=2[CH:37]=[CH:36][CH:35]=1)([CH3:29])([CH3:27])[CH3:28]. The yield is 0.390. (2) The reactants are [CH2:1]([NH:8][C:9]([NH:11][C:12]1[CH:13]=[N:14][N:15]([CH2:17][C:18]2[C:19]([CH3:24])=[N:20][O:21][C:22]=2[CH3:23])[CH:16]=1)=[O:10])[C:2]1[CH:7]=[CH:6][CH:5]=[CH:4][CH:3]=1.[C:25](=[O:30])=[N:26][C:27](Cl)=[O:28]. The catalyst is C1COCC1. The product is [CH2:1]([N:8]1[C:27](=[O:28])[NH:26][C:25](=[O:30])[N:11]([C:12]2[CH:13]=[N:14][N:15]([CH2:17][C:18]3[C:19]([CH3:24])=[N:20][O:21][C:22]=3[CH3:23])[CH:16]=2)[C:9]1=[O:10])[C:2]1[CH:7]=[CH:6][CH:5]=[CH:4][CH:3]=1. The yield is 0.930. (3) The reactants are Br[C:2]1[CH:10]=[C:9]([N+:11]([O-])=O)[C:8]([O:14][CH3:15])=[C:7]2[C:3]=1[CH2:4][CH2:5][C:6]2=[CH:16][C:17]#[N:18].C(N(CC)CC)C. The catalyst is C(OCC)(=O)C.[C].[Pd]. The product is [NH2:11][C:9]1[C:8]([O:14][CH3:15])=[C:7]2[C:3]([CH2:4][CH2:5][C:6]2=[CH:16][C:17]#[N:18])=[CH:2][CH:10]=1. The yield is 1.00. (4) The reactants are [NH2:1][C:2]1[N:3]([CH3:26])[C:4](=[O:25])[C:5]([C:17]2[CH:18]=[C:19]([CH:22]=[CH:23][CH:24]=2)[CH:20]=O)([C:7]2[CH:12]=[CH:11][C:10]([O:13][CH:14]([F:16])[F:15])=[CH:9][CH:8]=2)[N:6]=1.[CH3:27][NH:28][CH3:29].C(O[BH-](OC(=O)C)OC(=O)C)(=O)C.[Na+].[OH-].[Na+]. The catalyst is C1COCC1.C(O)(=O)C.ClCCCl. The product is [NH2:1][C:2]1[N:3]([CH3:26])[C:4](=[O:25])[C:5]([C:7]2[CH:8]=[CH:9][C:10]([O:13][CH:14]([F:15])[F:16])=[CH:11][CH:12]=2)([C:17]2[CH:24]=[CH:23][CH:22]=[C:19]([CH2:20][N:28]([CH3:29])[CH3:27])[CH:18]=2)[N:6]=1. The yield is 0.430. (5) The reactants are [C:1]([O:5][C:6](=[O:23])[N:7]([C@H:10]1[C@H:14]([C:15]2[CH:20]=[CH:19][C:18]([Cl:21])=[C:17]([Cl:22])[CH:16]=2)[CH2:13][NH:12][CH2:11]1)[CH2:8][CH3:9])([CH3:4])([CH3:3])[CH3:2].C(N(C(C)C)C(C)C)C.[CH3:33][S:34]([N:37]1[CH2:42][CH2:41][N:40]([C:43](Cl)=[O:44])[CH2:39][CH2:38]1)(=[O:36])=[O:35]. The catalyst is C(Cl)Cl. The product is [C:1]([O:5][C:6](=[O:23])[N:7]([C@H:10]1[C@H:14]([C:15]2[CH:20]=[CH:19][C:18]([Cl:21])=[C:17]([Cl:22])[CH:16]=2)[CH2:13][N:12]([C:43]([N:40]2[CH2:39][CH2:38][N:37]([S:34]([CH3:33])(=[O:36])=[O:35])[CH2:42][CH2:41]2)=[O:44])[CH2:11]1)[CH2:8][CH3:9])([CH3:2])([CH3:3])[CH3:4]. The yield is 0.970. (6) The reactants are [CH3:1][C:2]1([CH3:17])[CH2:7][CH2:6][CH2:5][CH:4]([S:8][C:9]2[CH:16]=[CH:15][C:12]([C:13]#[N:14])=[CH:11][CH:10]=2)[CH2:3]1.N. The catalyst is [Ni].C(O)C. The product is [CH3:1][C:2]1([CH3:17])[CH2:7][CH2:6][CH2:5][CH:4]([S:8][C:9]2[CH:10]=[CH:11][C:12]([CH2:13][NH2:14])=[CH:15][CH:16]=2)[CH2:3]1. The yield is 0.670. (7) The reactants are [CH2:1]([N:3]1[C:7]([CH3:8])=[C:6]([CH2:9]O)[N:5]=[CH:4]1)[CH3:2].S(Cl)([Cl:13])=O. The catalyst is ClCCl. The product is [ClH:13].[Cl:13][CH2:9][C:6]1[N:5]=[CH:4][N:3]([CH2:1][CH3:2])[C:7]=1[CH3:8]. The yield is 0.960.